Dataset: Forward reaction prediction with 1.9M reactions from USPTO patents (1976-2016). Task: Predict the product of the given reaction. (1) Given the reactants [Cl:1][C:2]1[C:8]([Cl:9])=[CH:7][CH:6]=[CH:5][C:3]=1[NH2:4].C(N(CC)CC)C.Cl.[N:18]1[CH:23]=[CH:22][CH:21]=[C:20]([CH2:24][C:25](O)=[O:26])[CH:19]=1.OC1C2N=NNC=2C=CC=1.C(Cl)CCl, predict the reaction product. The product is: [Cl:1][C:2]1[C:8]([Cl:9])=[CH:7][CH:6]=[CH:5][C:3]=1[NH:4][C:25](=[O:26])[CH2:24][C:20]1[CH:19]=[N:18][CH:23]=[CH:22][CH:21]=1. (2) Given the reactants [NH2:1][C:2]1[C:10]([CH3:11])=[CH:9][CH:8]=[CH:7][C:3]=1[C:4]([NH2:6])=[O:5].Cl.[CH3:13][N:14]([CH3:20])[CH2:15][CH2:16][C:17](O)=O, predict the reaction product. The product is: [CH3:11][C:10]1[CH:9]=[CH:8][CH:7]=[C:3]2[C:2]=1[N:1]=[C:17]([CH2:16][CH2:15][N:14]([CH3:20])[CH3:13])[NH:6][C:4]2=[O:5].